Dataset: Peptide-MHC class I binding affinity with 185,985 pairs from IEDB/IMGT. Task: Regression. Given a peptide amino acid sequence and an MHC pseudo amino acid sequence, predict their binding affinity value. This is MHC class I binding data. (1) The peptide sequence is KVAELVHFL. The MHC is HLA-A02:06 with pseudo-sequence HLA-A02:06. The binding affinity (normalized) is 0.526. (2) The MHC is HLA-B46:01 with pseudo-sequence HLA-B46:01. The binding affinity (normalized) is 0.0847. The peptide sequence is TSDYINTSL. (3) The peptide sequence is RAMRMVYYL. The MHC is HLA-B39:01 with pseudo-sequence HLA-B39:01. The binding affinity (normalized) is 0.365. (4) The peptide sequence is FILVNLLIFH. The MHC is HLA-A03:01 with pseudo-sequence HLA-A03:01. The binding affinity (normalized) is 0.390. (5) The MHC is HLA-B27:03 with pseudo-sequence HLA-B27:03. The binding affinity (normalized) is 0.0847. The peptide sequence is KAYKIISLK.